Dataset: Catalyst prediction with 721,799 reactions and 888 catalyst types from USPTO. Task: Predict which catalyst facilitates the given reaction. (1) The catalyst class is: 2. Reactant: [F:1][C:2]([F:17])([F:16])[C:3]([NH:5][C:6]1[CH:11]=[CH:10][CH:9]=[C:8]([CH2:12][CH2:13]SC)[CH:7]=1)=[O:4].[CH:18]1C=C(Cl)C=C(C(OO)=O)C=1.[S:29]([O-:33])([O-])(=[O:31])=S.[Na+].[Na+]. Product: [F:1][C:2]([F:16])([F:17])[C:3]([NH:5][C:6]1[CH:11]=[CH:10][CH:9]=[C:8]([CH2:12][CH2:13][S:29]([CH3:18])(=[O:33])=[O:31])[CH:7]=1)=[O:4]. (2) Reactant: Br[CH2:2][C:3]1[CH:4]=[C:5]([CH:9]=[C:10]([CH3:12])[CH:11]=1)[C:6]([OH:8])=[O:7].[OH2:13]. Product: [OH:13][CH2:2][C:3]1[CH:4]=[C:5]([CH:9]=[C:10]([CH3:12])[CH:11]=1)[C:6]([OH:8])=[O:7]. The catalyst class is: 23. (3) Reactant: Cl[C:2]1[N:7]=[C:6]([C:8]2[C:16]3[C:11](=[CH:12][CH:13]=[CH:14][CH:15]=3)[N:10]([S:17]([C:20]3[CH:25]=[CH:24][CH:23]=[CH:22][CH:21]=3)(=[O:19])=[O:18])[CH:9]=2)[C:5]([Cl:26])=[CH:4][N:3]=1.[Si:27]([O:34][CH:35]1[CH2:40][CH:39]([NH2:41])[CH2:38][CH:37]([NH2:42])[CH2:36]1)([C:30]([CH3:33])([CH3:32])[CH3:31])([CH3:29])[CH3:28].CCN(C(C)C)C(C)C. Product: [Si:27]([O:34][CH:35]1[CH2:36][CH:37]([NH:42][C:2]2[N:7]=[C:6]([C:8]3[C:16]4[C:11](=[CH:12][CH:13]=[CH:14][CH:15]=4)[N:10]([S:17]([C:20]4[CH:25]=[CH:24][CH:23]=[CH:22][CH:21]=4)(=[O:18])=[O:19])[CH:9]=3)[C:5]([Cl:26])=[CH:4][N:3]=2)[CH2:38][CH:39]([NH2:41])[CH2:40]1)([C:30]([CH3:33])([CH3:32])[CH3:31])([CH3:29])[CH3:28]. The catalyst class is: 296. (4) Reactant: O[C:2]1[CH:3]=[C:4]([CH:21]=[CH:22][CH:23]=1)[O:5][CH:6]1[CH2:11][CH2:10][N:9]([C:12]([NH:14][C:15]2[CH:20]=[N:19][CH:18]=[CH:17][N:16]=2)=[O:13])[CH2:8][CH2:7]1.[CH:24]1(CCO)[CH2:29][CH2:28][CH2:27][CH2:26][CH2:25]1.C1C=CC(P(C2C=CC=CC=2)C2C=CC=CC=2)=CC=1.CCOC(/N=N/C(OCC)=O)=O. Product: [CH2:24]1[CH2:29][CH2:28][CH2:27][CH2:26][CH:25]1[C:2]1[CH:3]=[C:4]([CH:21]=[CH:22][CH:23]=1)[O:5][CH:6]1[CH2:11][CH2:10][N:9]([C:12]([NH:14][C:15]2[CH:20]=[N:19][CH:18]=[CH:17][N:16]=2)=[O:13])[CH2:8][CH2:7]1. The catalyst class is: 49.